This data is from Forward reaction prediction with 1.9M reactions from USPTO patents (1976-2016). The task is: Predict the product of the given reaction. (1) Given the reactants Cl[C:2]1[C:11]2=[N:12][N:13](CC3C=CC(OC)=CC=3)[CH:14]=[C:10]2[C:9]2[CH:8]=[CH:7][CH:6]=[CH:5][C:4]=2[N:3]=1.[NH2:24][C:25]1[CH:30]=[CH:29][CH:28]=[C:27]([CH3:31])[CH:26]=1.Cl, predict the reaction product. The product is: [CH:14]1[NH:13][N:12]=[C:11]2[C:10]=1[C:9]1[CH:8]=[CH:7][CH:6]=[CH:5][C:4]=1[N:3]=[C:2]2[NH:24][C:25]1[CH:26]=[C:27]([CH3:31])[CH:28]=[CH:29][CH:30]=1. (2) Given the reactants C([O-])([O-])=O.[K+].[K+].Br[CH2:8][C:9]1[CH:14]=[CH:13][CH:12]=[CH:11][C:10]=1[Cl:15].[CH3:16][C:17]1[N:21]2[C:22]3[CH:28]=[C:27]([CH3:29])[NH:26][C:23]=3[CH:24]=[CH:25][C:20]2=[N:19][N:18]=1, predict the reaction product. The product is: [Cl:15][C:10]1[CH:11]=[CH:12][CH:13]=[CH:14][C:9]=1[CH2:8][N:26]1[C:23]2[CH:24]=[CH:25][C:20]3[N:21]([C:17]([CH3:16])=[N:18][N:19]=3)[C:22]=2[CH:28]=[C:27]1[CH3:29]. (3) Given the reactants [CH3:1][O:2][C:3]1[CH:4]=[C:5]2[C:10](=[CH:11][C:12]=1[O:13][CH3:14])[N:9]=[CH:8][CH:7]=[C:6]2[O:15][C:16]1[CH:22]=[CH:21][C:19]([NH2:20])=[CH:18][CH:17]=1.C1(C)C=CC=CC=1.C(N(CC)CC)C.Cl[C:38](Cl)([O:40]C(=O)OC(Cl)(Cl)Cl)Cl.[F:49][C:50]1[CH:58]=[C:57]([F:59])[C:56]([F:60])=[CH:55][C:51]=1[CH:52]([OH:54])[CH3:53], predict the reaction product. The product is: [CH3:1][O:2][C:3]1[CH:4]=[C:5]2[C:10](=[CH:11][C:12]=1[O:13][CH3:14])[N:9]=[CH:8][CH:7]=[C:6]2[O:15][C:16]1[CH:22]=[CH:21][C:19]([NH:20][C:38](=[O:40])[O:54][CH:52]([C:51]2[CH:55]=[C:56]([F:60])[C:57]([F:59])=[CH:58][C:50]=2[F:49])[CH3:53])=[CH:18][CH:17]=1. (4) Given the reactants O=S(Cl)Cl.[F:5][C:6]1[CH:14]=[CH:13][C:9]([C:10]([OH:12])=[O:11])=[CH:8][C:7]=1[CH3:15].[CH3:16]O, predict the reaction product. The product is: [F:5][C:6]1[CH:14]=[CH:13][C:9]([C:10]([O:12][CH3:16])=[O:11])=[CH:8][C:7]=1[CH3:15]. (5) The product is: [CH3:1][C@H:2]1[CH2:7][CH2:6][CH2:5][C@@H:4]([CH3:8])[NH:9][C:3]1=[O:12]. Given the reactants [CH3:1][C@H:2]1[CH2:7][CH2:6][CH2:5][C@@H:4]([CH3:8])[C:3]1=[N:9]O.C(=O)([O-])[O-:12].[K+].[K+], predict the reaction product. (6) Given the reactants [F:1][C:2]1[CH:7]=[CH:6][C:5]([N:8]2[C:16]3[C:11](=[CH:12][C:13]([OH:17])=[CH:14][CH:15]=3)[CH:10]=[CH:9]2)=[CH:4][CH:3]=1.[Br:18][CH2:19][CH2:20][CH2:21][CH2:22][CH2:23][CH2:24]Br.C([O-])([O-])=O.[K+].[K+], predict the reaction product. The product is: [Br:18][CH2:19][CH2:20][CH2:21][CH2:22][CH2:23][CH2:24][O:17][C:13]1[CH:12]=[C:11]2[C:16](=[CH:15][CH:14]=1)[N:8]([C:5]1[CH:6]=[CH:7][C:2]([F:1])=[CH:3][CH:4]=1)[CH:9]=[CH:10]2.